From a dataset of Reaction yield outcomes from USPTO patents with 853,638 reactions. Predict the reaction yield, written as a fraction of the theoretical maximum amount of product (1.0 means a 100% yield; for example, 0.34 means a 34% yield). (1) The reactants are [C:1]([O:5][C:6](=[O:15])[NH:7][C:8]1[O:9][CH:10]([CH3:14])[C:11](=[O:13])[N:12]=1)([CH3:4])([CH3:3])[CH3:2].[F:16][C:17]([F:30])([F:29])[S:18](O[S:18]([C:17]([F:30])([F:29])[F:16])(=[O:20])=[O:19])(=[O:20])=[O:19].N1C(C)=CC=CC=1C. The catalyst is ClCCl. The product is [C:1]([O:5][C:6]([NH:7][C:8]1[O:9][C:10]([CH3:14])=[C:11]([O:13][S:18]([C:17]([F:30])([F:29])[F:16])(=[O:20])=[O:19])[N:12]=1)=[O:15])([CH3:4])([CH3:2])[CH3:3]. The yield is 0.310. (2) The reactants are [NH2:1][C:2](=[O:39])[CH2:3][C:4]1[CH:38]=[CH:37][CH:36]=[CH:35][C:5]=1[CH2:6][CH2:7][C:8]1[C:13]([CH3:14])=[CH:12][N:11]=[C:10]([NH:15][C:16]2[CH:21]=[CH:20][C:19]([N:22]3[CH2:27][CH2:26][N:25](C(OC(C)(C)C)=O)[CH2:24][CH2:23]3)=[CH:18][CH:17]=2)[N:9]=1.C(O)(C(F)(F)F)=O. The catalyst is C(Cl)Cl.CO. The product is [CH3:14][C:13]1[C:8]([CH2:7][CH2:6][C:5]2[CH:35]=[CH:36][CH:37]=[CH:38][C:4]=2[CH2:3][C:2]([NH2:1])=[O:39])=[N:9][C:10]([NH:15][C:16]2[CH:21]=[CH:20][C:19]([N:22]3[CH2:27][CH2:26][NH:25][CH2:24][CH2:23]3)=[CH:18][CH:17]=2)=[N:11][CH:12]=1. The yield is 0.350. (3) The reactants are [Br:1][C:2]1[C:14](=[O:15])[N:13]([CH:16]2[CH2:20][CH2:19][CH2:18][CH2:17]2)[C:5]2[N:6]=[C:7](S(C)=O)[N:8]=[CH:9][C:4]=2[C:3]=1[CH3:21].[C:22]([O:26][C:27]([N:29]1[CH:34]([CH3:35])[CH2:33][N:32]([C:36]2[CH:37]=[N:38][C:39]([NH2:42])=[CH:40][CH:41]=2)[CH2:31][CH:30]1[CH3:43])=[O:28])([CH3:25])([CH3:24])[CH3:23]. The catalyst is C1(C)C=CC=CC=1. The product is [C:22]([O:26][C:27]([N:29]1[CH:30]([CH3:43])[CH2:31][N:32]([C:36]2[CH:37]=[N:38][C:39]([NH:42][C:7]3[N:8]=[CH:9][C:4]4[C:3]([CH3:21])=[C:2]([Br:1])[C:14](=[O:15])[N:13]([CH:16]5[CH2:20][CH2:19][CH2:18][CH2:17]5)[C:5]=4[N:6]=3)=[CH:40][CH:41]=2)[CH2:33][CH:34]1[CH3:35])=[O:28])([CH3:23])([CH3:24])[CH3:25]. The yield is 0.376. (4) The reactants are [S:1]1[CH:5]=[CH:4][CH:3]=[C:2]1[C:6](=[NH:31])[NH:7][C:8]1[CH:30]=[CH:29][C:11]2[N:12]([CH:17]3[CH2:21][CH2:20][N:19](C(OC(C)(C)C)=O)[CH2:18]3)[CH2:13][CH2:14][CH2:15][CH2:16][C:10]=2[CH:9]=1.Cl. The catalyst is CO. The product is [NH:19]1[CH2:20][CH2:21][CH:17]([N:12]2[CH2:13][CH2:14][CH2:15][CH2:16][C:10]3[CH:9]=[C:8]([NH:7][C:6]([C:2]4[S:1][CH:5]=[CH:4][CH:3]=4)=[NH:31])[CH:30]=[CH:29][C:11]2=3)[CH2:18]1. The yield is 0.930. (5) No catalyst specified. The product is [Cl:14][C:2]1[CH:7]=[C:6]([C:8]([CH3:11])([CH3:10])[CH3:9])[N:5]=[CH:4][N:3]=1. The reactants are O[C:2]1[CH:7]=[C:6]([C:8]([CH3:11])([CH3:10])[CH3:9])[N:5]=[CH:4][N:3]=1.P(Cl)(Cl)([Cl:14])=O. The yield is 0.780. (6) The reactants are [C:1]1([NH2:8])[CH:6]=[CH:5][CH:4]=[CH:3][C:2]=1[NH2:7].[OH-].[K+].[C:11](O)(=O)[CH3:12]. No catalyst specified. The product is [CH3:11][C:12]1[NH:7][C:2]2[CH:3]=[CH:4][CH:5]=[CH:6][C:1]=2[N:8]=1. The yield is 0.770. (7) The yield is 0.960. The catalyst is CO. The reactants are [ClH:1].C(OC([N:9]=[C:10]([NH:40]C(OC(C)(C)C)=O)[NH:11][CH2:12][CH2:13][O:14][C:15]1[CH:20]=[CH:19][C:18]([CH2:21][CH2:22][CH2:23][CH2:24][NH:25][C:26]([NH:28][C:29]([C:31]2[C:36]([NH2:37])=[N:35][C:34]([NH2:38])=[C:33]([Cl:39])[N:32]=2)=[O:30])=[NH:27])=[CH:17][CH:16]=1)=O)(C)(C)C. The product is [ClH:39].[ClH:1].[NH2:37][C:36]1[C:31]([C:29]([NH:28][C:26]([NH:25][CH2:24][CH2:23][CH2:22][CH2:21][C:18]2[CH:19]=[CH:20][C:15]([O:14][CH2:13][CH2:12][NH:11][C:10]([NH2:40])=[NH:9])=[CH:16][CH:17]=2)=[NH:27])=[O:30])=[N:32][C:33]([Cl:39])=[C:34]([NH2:38])[N:35]=1. (8) The reactants are [C:1]1([C:6]2[CH:7]=[CH:8][C:9]([N+:20]([O-:22])=[O:21])=[C:10]([NH:12]C(=O)OC(C)(C)C)[CH:11]=2)[CH2:5][CH2:4][CH2:3][CH:2]=1.C(O)(C(F)(F)F)=O. The catalyst is ClCCl. The product is [C:1]1([C:6]2[CH:7]=[CH:8][C:9]([N+:20]([O-:22])=[O:21])=[C:10]([CH:11]=2)[NH2:12])[CH2:5][CH2:4][CH2:3][CH:2]=1. The yield is 0.870. (9) The reactants are [CH:1]1([CH:6]([NH:18][C:19]2[CH:24]=[CH:23][C:22]([C:25]([N:27]([CH3:35])[CH2:28][CH2:29][C:30]([O:32]CC)=[O:31])=[O:26])=[CH:21][CH:20]=2)[C:7]2[O:8][C:9]3[CH:16]=[CH:15][C:14]([F:17])=[CH:13][C:10]=3[C:11]=2[CH3:12])[CH2:5][CH2:4][CH2:3][CH2:2]1.[OH-].[Na+]. The catalyst is C(O)C.O1CCCC1. The product is [CH:1]1([CH:6]([NH:18][C:19]2[CH:20]=[CH:21][C:22]([C:25]([N:27]([CH3:35])[CH2:28][CH2:29][C:30]([OH:32])=[O:31])=[O:26])=[CH:23][CH:24]=2)[C:7]2[O:8][C:9]3[CH:16]=[CH:15][C:14]([F:17])=[CH:13][C:10]=3[C:11]=2[CH3:12])[CH2:5][CH2:4][CH2:3][CH2:2]1. The yield is 0.810.